Dataset: Forward reaction prediction with 1.9M reactions from USPTO patents (1976-2016). Task: Predict the product of the given reaction. (1) Given the reactants [Cl:1][C:2]1[CH:3]=[C:4]([N:13]([CH2:20][CH3:21])[CH:14]2[CH2:19][CH2:18][O:17][CH2:16][CH2:15]2)[C:5]([CH2:11][CH3:12])=[C:6]([CH:10]=1)[C:7]([OH:9])=O.CN(C(ON1N=NC2C=CC=CC1=2)=[N+](C)C)C.F[P-](F)(F)(F)(F)F.C(N(C(C)C)C(C)C)C.[NH2:55][CH2:56][C:57]1[C:58](=[O:65])[NH:59][C:60]([CH3:64])=[CH:61][C:62]=1[CH3:63], predict the reaction product. The product is: [Cl:1][C:2]1[CH:3]=[C:4]([N:13]([CH2:20][CH3:21])[CH:14]2[CH2:19][CH2:18][O:17][CH2:16][CH2:15]2)[C:5]([CH2:11][CH3:12])=[C:6]([CH:10]=1)[C:7]([NH:55][CH2:56][C:57]1[C:58](=[O:65])[NH:59][C:60]([CH3:64])=[CH:61][C:62]=1[CH3:63])=[O:9]. (2) Given the reactants C([O:8][C:9](=[O:41])[CH2:10][CH2:11][CH2:12][O:13][C:14]([O:16][CH2:17][N:18]([C:33]1[CH:38]=[CH:37][C:36]([F:39])=[CH:35][C:34]=1[Cl:40])[S:19]([CH:22]1[C:27]([C:28]([O:30][CH2:31][CH3:32])=[O:29])=[CH:26][CH2:25][CH2:24][CH2:23]1)(=[O:21])=[O:20])=[O:15])C1C=CC=CC=1, predict the reaction product. The product is: [Cl:40][C:34]1[CH:35]=[C:36]([F:39])[CH:37]=[CH:38][C:33]=1[N:18]([CH2:17][O:16][C:14]([O:13][CH2:12][CH2:11][CH2:10][C:9]([OH:41])=[O:8])=[O:15])[S:19]([CH:22]1[CH2:23][CH2:24][CH2:25][CH:26]=[C:27]1[C:28]([O:30][CH2:31][CH3:32])=[O:29])(=[O:20])=[O:21]. (3) Given the reactants C(N)CCC.[BH4-].[Na+].[CH3:8][O:9][CH2:10][O:11][CH2:12][CH2:13][C:14]#[CH:15].Br[C:17]#[C:18][CH2:19][CH2:20][CH2:21][CH2:22][CH2:23][CH2:24][Cl:25], predict the reaction product. The product is: [Cl:25][CH2:24][CH2:23][CH2:22][CH2:21][CH2:20][CH2:19][C:18]#[C:17][C:15]#[C:14][CH2:13][CH2:12][O:11][CH2:10][O:9][CH3:8]. (4) Given the reactants Br[C:2]1[CH:3]=[C:4]2[C:13]3=[C:14]([C:16]([CH3:24])([CH3:23])[C:17]4[CH:18]=[CH:19][CH:20]=[CH:21][C:22]=4[N:12]3[C:11]3[CH:10]=[CH:9][CH:8]=[CH:7][C:6]=3[C:5]2([CH3:26])[CH3:25])[CH:15]=1.[CH:27]1[C:39]2[N:38]([C:40]3[CH:45]=[CH:44][C:43](B(O)O)=[CH:42][CH:41]=3)[C:37]3[C:32](=[CH:33][CH:34]=[CH:35][CH:36]=3)[C:31]=2[CH:30]=[CH:29][CH:28]=1, predict the reaction product. The product is: [CH:36]1[C:37]2[N:38]([C:40]3[CH:45]=[CH:44][C:43]([C:8]4[CH:9]=[C:10]5[C:11]6=[C:6]([C:5]([CH3:26])([CH3:25])[C:4]7[CH:3]=[CH:2][CH:15]=[CH:14][C:13]=7[N:12]6[C:22]6[CH:21]=[CH:20][CH:19]=[CH:18][C:17]=6[C:16]5([CH3:23])[CH3:24])[CH:7]=4)=[CH:42][CH:41]=3)[C:39]3[C:31](=[CH:30][CH:29]=[CH:28][CH:27]=3)[C:32]=2[CH:33]=[CH:34][CH:35]=1. (5) Given the reactants Br[CH2:2][C:3](=O)[C:4]([CH3:7])([CH3:6])[CH3:5].[CH:9]([NH2:11])=O.C(Cl)Cl.CO.[NH4+:17].[OH-], predict the reaction product. The product is: [C:4]([C:3]1[NH:11][CH:9]=[N:17][CH:2]=1)([CH3:7])([CH3:6])[CH3:5].